Dataset: Full USPTO retrosynthesis dataset with 1.9M reactions from patents (1976-2016). Task: Predict the reactants needed to synthesize the given product. (1) Given the product [CH3:57][C:55]([CH3:56])([CH3:58])[CH2:54][N:53]1[C:48]2[C:49](=[N:50][C:45]([C@H:43]([CH3:44])[CH2:42][CH2:41][NH:40][C:6]([C:3]3[CH:4]=[CH:5][O:1][N:2]=3)=[O:8])=[CH:46][CH:47]=2)[N:51]([CH3:60])[C:52]1=[O:59], predict the reactants needed to synthesize it. The reactants are: [O:1]1[CH:5]=[CH:4][C:3]([C:6]([OH:8])=O)=[N:2]1.C(N(CC)CC)C.CN(C(ON1N=NC2C=CC=NC1=2)=[N+](C)C)C.F[P-](F)(F)(F)(F)F.[NH2:40][CH2:41][CH2:42][C@@H:43]([C:45]1[N:50]=[C:49]2[N:51]([CH3:60])[C:52](=[O:59])[N:53]([CH2:54][C:55]([CH3:58])([CH3:57])[CH3:56])[C:48]2=[CH:47][CH:46]=1)[CH3:44]. (2) Given the product [S:14]([C:16]1[CH:21]=[CH:20][C:19]([N:22]=[CH:1][C:3]2[CH:8]=[CH:7][C:6]([C:9]3[O:10][CH:11]=[CH:12][CH:13]=3)=[CH:5][CH:4]=2)=[CH:18][CH:17]=1)(=[O:15])(=[O:23])[NH2:24], predict the reactants needed to synthesize it. The reactants are: [CH:1]([C:3]1[CH:8]=[CH:7][C:6]([C:9]2[O:10][CH:11]=[CH:12][CH:13]=2)=[CH:5][CH:4]=1)=O.[S:14]([NH2:24])(=[O:23])([C:16]1[CH:21]=[CH:20][C:19]([NH2:22])=[CH:18][CH:17]=1)=[O:15]. (3) Given the product [OH:2][CH2:1][CH2:3][NH:4][S:42]([C:38]1[CH:37]=[C:36]([C:32]2[CH:33]=[CH:34][CH:35]=[C:30]([C:16]3[N:15]=[C:14]([C:13]([F:12])([F:46])[F:47])[CH:19]=[C:18]([C:20]4[CH:25]=[CH:24][C:23]([C:26]([F:29])([F:27])[F:28])=[CH:22][CH:21]=4)[N:17]=3)[CH:31]=2)[CH:41]=[CH:40][CH:39]=1)(=[O:43])=[O:44], predict the reactants needed to synthesize it. The reactants are: [CH2:1]([CH2:3][NH2:4])[OH:2].C(N(CC)CC)C.[F:12][C:13]([F:47])([F:46])[C:14]1[CH:19]=[C:18]([C:20]2[CH:25]=[CH:24][C:23]([C:26]([F:29])([F:28])[F:27])=[CH:22][CH:21]=2)[N:17]=[C:16]([C:30]2[CH:31]=[C:32]([C:36]3[CH:41]=[CH:40][CH:39]=[C:38]([S:42](Cl)(=[O:44])=[O:43])[CH:37]=3)[CH:33]=[CH:34][CH:35]=2)[N:15]=1. (4) Given the product [CH3:1][O:2][C:3]1[CH:4]=[C:5]([CH:32]=[CH:33][C:34]=1[O:35][CH2:36][C:37]1[CH:38]=[N:39][C:40]([O:43][CH3:44])=[CH:41][CH:42]=1)[CH2:6][N:7]1[C:11]2[CH:12]=[CH:13][C:14]([N:16]3[CH2:19][C:18]4([CH2:24][CH2:23][NH:22][CH2:21][CH2:20]4)[CH2:17]3)=[CH:15][C:10]=2[N:9]=[CH:8]1, predict the reactants needed to synthesize it. The reactants are: [CH3:1][O:2][C:3]1[CH:4]=[C:5]([CH:32]=[CH:33][C:34]=1[O:35][CH2:36][C:37]1[CH:38]=[N:39][C:40]([O:43][CH3:44])=[CH:41][CH:42]=1)[CH2:6][N:7]1[C:11]2[CH:12]=[CH:13][C:14]([N:16]3[CH2:19][C:18]4([CH2:24][CH2:23][N:22](C(OC(C)(C)C)=O)[CH2:21][CH2:20]4)[CH2:17]3)=[CH:15][C:10]=2[N:9]=[CH:8]1.FC(F)(F)C(O)=O. (5) Given the product [S:63]([C:59]1[CH:58]=[C:57]([NH:56][C:7](=[O:8])[C:6]2[CH:10]=[CH:11][C:3]([C:2]([F:23])([F:24])[F:1])=[CH:4][C:5]=2[O:12][C:13]2[CH:14]=[N:15][C:16]([C:19]([F:22])([F:20])[F:21])=[CH:17][CH:18]=2)[CH:62]=[N:61][CH:60]=1)(=[O:65])(=[O:64])[NH2:66], predict the reactants needed to synthesize it. The reactants are: [F:1][C:2]([F:24])([F:23])[C:3]1[CH:11]=[CH:10][C:6]([C:7](O)=[O:8])=[C:5]([O:12][C:13]2[CH:14]=[N:15][C:16]([C:19]([F:22])([F:21])[F:20])=[CH:17][CH:18]=2)[CH:4]=1.CN(C(ON1N=NC2C=CC=NC1=2)=[N+](C)C)C.F[P-](F)(F)(F)(F)F.CCN(CC)CC.[NH2:56][C:57]1[CH:58]=[C:59]([S:63]([NH2:66])(=[O:65])=[O:64])[CH:60]=[N:61][CH:62]=1. (6) Given the product [CH2:11]([O:18][C:19]1[CH:26]=[CH:25][C:22]([CH:23]([S:8]([C:5]2[CH:6]=[CH:7][C:2]([CH3:1])=[CH:3][CH:4]=2)(=[O:10])=[O:9])[NH:29][CH:27]=[O:28])=[CH:21][CH:20]=1)[C:12]1[CH:17]=[CH:16][CH:15]=[CH:14][CH:13]=1, predict the reactants needed to synthesize it. The reactants are: [CH3:1][C:2]1[CH:7]=[CH:6][C:5]([S:8]([OH:10])=[O:9])=[CH:4][CH:3]=1.[CH2:11]([O:18][C:19]1[CH:26]=[CH:25][C:22]([CH:23]=O)=[CH:21][CH:20]=1)[C:12]1[CH:17]=[CH:16][CH:15]=[CH:14][CH:13]=1.[CH:27]([NH2:29])=[O:28].